This data is from Reaction yield outcomes from USPTO patents with 853,638 reactions. The task is: Predict the reaction yield, written as a fraction of the theoretical maximum amount of product (1.0 means a 100% yield; for example, 0.34 means a 34% yield). (1) The reactants are [Cl:1][C:2]1[N:7]=[C:6]([C:8]([O:10]C)=[O:9])[C:5]([CH3:12])=[CH:4][CH:3]=1.[OH-].[K+:14]. The catalyst is C(O)(C)C. The product is [Cl:1][C:2]1[N:7]=[C:6]([C:8]([O-:10])=[O:9])[C:5]([CH3:12])=[CH:4][CH:3]=1.[K+:14]. The yield is 0.920. (2) The reactants are [Cr](Cl)([O-])(=O)=O.[NH+]1C=CC=CC=1.[F:12][C:13]([F:25])([F:24])[C:14]1[CH:22]=[C:21]2[C:17]([CH:18]=[CH:19][CH:20]2[OH:23])=[CH:16][CH:15]=1.CCOCC. The catalyst is C(Cl)Cl. The product is [F:12][C:13]([F:24])([F:25])[C:14]1[CH:22]=[C:21]2[C:17]([CH:18]=[CH:19][C:20]2=[O:23])=[CH:16][CH:15]=1. The yield is 0.400. (3) The reactants are [Br:1][C:2]1[CH:10]=[C:9]2[C:5]([CH2:6][O:7][CH:8]2[OH:11])=[CH:4][CH:3]=1.[CH2:12]([C:14]1[CH:19]=[CH:18][C:17]([Mg]Br)=[CH:16][CH:15]=1)[CH3:13]. The catalyst is O1CCCC1. The product is [Br:1][C:2]1[CH:3]=[CH:4][C:5]([CH2:6][OH:7])=[C:9]([CH:8]([C:17]2[CH:18]=[CH:19][C:14]([CH2:12][CH3:13])=[CH:15][CH:16]=2)[OH:11])[CH:10]=1. The yield is 0.490. (4) The reactants are [Cl:1][C:2]1[CH:9]=[N:8][CH:7]=[C:6](Cl)[C:3]=1[C:4]#[N:5].[CH3:11][S-:12].[Na+]. The catalyst is CN(C)C=O. The product is [Cl:1][C:2]1[CH:9]=[N:8][CH:7]=[C:6]([S:12][CH3:11])[C:3]=1[C:4]#[N:5]. The yield is 0.250. (5) The reactants are [OH:1][C:2]1[C:7]([NH:8]/[N:9]=[C:10]2/[C:11]([CH3:26])=[N:12][N:13]([C:16]3[CH:25]=[CH:24][C:23]4[CH2:22][CH2:21][CH2:20][CH2:19][C:18]=4[CH:17]=3)[C:14]/2=[O:15])=[CH:6][CH:5]=[CH:4][C:3]=1[C:27]1[O:31][C:30]([C:32]([OH:34])=[O:33])=[CH:29][CH:28]=1.[OH-].[Na+:36]. The catalyst is O1CCCC1. The product is [Na+:36].[Na+:36].[OH:1][C:2]1[C:7]([NH:8]/[N:9]=[C:10]2/[C:11]([CH3:26])=[N:12][N:13]([C:16]3[CH:25]=[CH:24][C:23]4[CH2:22][CH2:21][CH2:20][CH2:19][C:18]=4[CH:17]=3)[C:14]/2=[O:15])=[CH:6][CH:5]=[CH:4][C:3]=1[C:27]1[O:31][C:30]([C:32]([O-:34])=[O:33])=[CH:29][CH:28]=1.[OH:1][C:2]1[C:7]([NH:8]/[N:9]=[C:10]2/[C:11]([CH3:26])=[N:12][N:13]([C:16]3[CH:25]=[CH:24][C:23]4[CH2:22][CH2:21][CH2:20][CH2:19][C:18]=4[CH:17]=3)[C:14]/2=[O:15])=[CH:6][CH:5]=[CH:4][C:3]=1[C:27]1[O:31][C:30]([C:32]([O-:34])=[O:33])=[CH:29][CH:28]=1. The yield is 0.818. (6) The product is [Br:1][C:2]1[CH:14]=[CH:13][C:5]([O:6][CH:7]([CH3:12])[C:8]([NH2:15])=[O:9])=[CH:4][CH:3]=1. The yield is 1.00. The reactants are [Br:1][C:2]1[CH:14]=[CH:13][C:5]([O:6][CH:7]([CH3:12])[C:8](OC)=[O:9])=[CH:4][CH:3]=1.[NH3:15].O1CCCC1. The catalyst is CO. (7) The reactants are C1(P(C2CCCCC2)[C:8]2[CH:13]=[CH:12][CH:11]=[CH:10][C:9]=2[C:14]2[C:19](OC)=[CH:18][CH:17]=[CH:16][C:15]=2OC)CCCCC1.[C:30]([O:34][C:35]([C:37]1[N:41](C2C=CC(Br)=CC=2)[N:40]=[N:39][C:38]=1[CH3:49])=[O:36])([CH3:33])([CH3:32])[CH3:31]. The catalyst is C1COCC1.[Cl-].[NH4+].CC(=O)OCC.C([O-])(=O)C.[Pd+2].C([O-])(=O)C.[Zn]. The product is [C:30]([O:34][C:35]([C:37]1[N:41]=[N:40][N:39]([C:17]2[CH:16]=[CH:15][C:14]([CH:9]3[CH2:8][CH2:13][CH:12]([CH2:37][C:35]([O:34][CH2:30][CH3:31])=[O:36])[CH2:11][CH2:10]3)=[CH:19][CH:18]=2)[C:38]=1[CH3:49])=[O:36])([CH3:31])([CH3:32])[CH3:33]. The yield is 0.290. (8) The reactants are [CH3:1][S@:2]([C:4]1[CH:9]=[CH:8][C:7]([CH3:10])=[CH:6][CH:5]=1)=[O:3].C1CCCCC1.[Br:17][C:18]1[CH:19]=[C:20]([C:27]([CH3:36])([CH3:35])[CH2:28][C:29](=[O:34])[C:30]([F:33])([F:32])[F:31])[C:21]2[O:25][CH2:24][CH2:23][C:22]=2[CH:26]=1.C1COCC1. No catalyst specified. The product is [Br:17][C:18]1[CH:19]=[C:20]([C:27]([CH3:36])([CH3:35])[CH2:28][C@:29]([CH2:1][S@:2]([C:4]2[CH:9]=[CH:8][C:7]([CH3:10])=[CH:6][CH:5]=2)=[O:3])([OH:34])[C:30]([F:31])([F:32])[F:33])[C:21]2[O:25][CH2:24][CH2:23][C:22]=2[CH:26]=1.[Br:17][C:18]1[CH:19]=[C:20]([C:27]([CH3:36])([CH3:35])[CH2:28][C@@:29]([CH2:1][S@:2]([C:4]2[CH:9]=[CH:8][C:7]([CH3:10])=[CH:6][CH:5]=2)=[O:3])([OH:34])[C:30]([F:31])([F:32])[F:33])[C:21]2[O:25][CH2:24][CH2:23][C:22]=2[CH:26]=1. The yield is 0.440. (9) The reactants are [CH2:1]([NH:8][C:9]([C:11]1[S:15][C:14]([NH2:16])=[N:13][C:12]=1[CH3:17])=[O:10])[C:2]1[CH:7]=[CH:6][CH:5]=[CH:4][CH:3]=1.[C:18](O)(=[O:29])[CH2:19][C:20]1[C:21](=[CH:25][CH:26]=[CH:27][CH:28]=1)[C:22]([OH:24])=[O:23]. No catalyst specified. The product is [CH2:1]([NH:8][C:9]([C:11]1[S:15][C:14]([NH:16][C:18]([CH2:19][C:20]2[CH:28]=[CH:27][CH:26]=[CH:25][C:21]=2[C:22]([OH:24])=[O:23])=[O:29])=[N:13][C:12]=1[CH3:17])=[O:10])[C:2]1[CH:7]=[CH:6][CH:5]=[CH:4][CH:3]=1. The yield is 0.600.